Dataset: Peptide-MHC class I binding affinity with 185,985 pairs from IEDB/IMGT. Task: Regression. Given a peptide amino acid sequence and an MHC pseudo amino acid sequence, predict their binding affinity value. This is MHC class I binding data. (1) The peptide sequence is ILFQKAFSM. The MHC is HLA-A03:01 with pseudo-sequence HLA-A03:01. The binding affinity (normalized) is 0.107. (2) The peptide sequence is FPYLVAYQA. The MHC is HLA-B35:01 with pseudo-sequence HLA-B35:01. The binding affinity (normalized) is 0.519. (3) The peptide sequence is ILEYLYIMR. The MHC is HLA-A03:01 with pseudo-sequence HLA-A03:01. The binding affinity (normalized) is 0.320. (4) The MHC is H-2-Kd with pseudo-sequence H-2-Kd. The peptide sequence is AYIPPSHSRL. The binding affinity (normalized) is 0.231.